This data is from Experimentally validated miRNA-target interactions with 360,000+ pairs, plus equal number of negative samples. The task is: Binary Classification. Given a miRNA mature sequence and a target amino acid sequence, predict their likelihood of interaction. The miRNA is mmu-miR-7115-3p with sequence ACUUGGUCCCCUGCCCCCACAG. The protein sequence of the target gene is MAPRRNNGQCWCLLMLLSVSTPLPAVTQTRGATETASQGHLDLTQLIGVPLPSSVSFVTGYGGFPAYSFGPGANVGRPARTLIPSTFFRDFAISVVVKPSSTRGGVLFAITDAFQKVIYLGLRLSGVEDGHQRIILYYTEPGSHVSQEAAAFSVPVMTHRWNRFAMIVQGEEVTLLVNCEEHSRIPFQRSSQALAFESSAGIFMGNAGATGLERFTGSLQQLTVHPDPRTPEELCDPEESSASGETSGLQEADGVAEILEAVTYTQASPKEAKVEPINTPPTPSSPFEDMELSGEPVPEG.... Result: 0 (no interaction).